This data is from TCR-epitope binding with 47,182 pairs between 192 epitopes and 23,139 TCRs. The task is: Binary Classification. Given a T-cell receptor sequence (or CDR3 region) and an epitope sequence, predict whether binding occurs between them. (1) The epitope is IQYIDIGNY. The TCR CDR3 sequence is CASSFGTGELFF. Result: 0 (the TCR does not bind to the epitope). (2) The epitope is KLWAQCVQL. The TCR CDR3 sequence is CAIGDTGINQPQHF. Result: 1 (the TCR binds to the epitope). (3) The epitope is FPRPWLHGL. The TCR CDR3 sequence is CASSLYKGSGSPYEQYF. Result: 0 (the TCR does not bind to the epitope). (4) The epitope is TPINLVRDL. The TCR CDR3 sequence is CASSPNSWGEQYF. Result: 0 (the TCR does not bind to the epitope).